Regression. Given two drug SMILES strings and cell line genomic features, predict the synergy score measuring deviation from expected non-interaction effect. From a dataset of NCI-60 drug combinations with 297,098 pairs across 59 cell lines. (1) Drug 2: N.N.Cl[Pt+2]Cl. Drug 1: C1=CC(=CC=C1CC(C(=O)O)N)N(CCCl)CCCl.Cl. Cell line: SF-539. Synergy scores: CSS=20.5, Synergy_ZIP=-5.40, Synergy_Bliss=0.188, Synergy_Loewe=-8.62, Synergy_HSA=-1.34. (2) Drug 1: CCN(CC)CCCC(C)NC1=C2C=C(C=CC2=NC3=C1C=CC(=C3)Cl)OC. Drug 2: C1CCC(C(C1)N)N.C(=O)(C(=O)[O-])[O-].[Pt+4]. Cell line: OVCAR3. Synergy scores: CSS=15.5, Synergy_ZIP=-0.952, Synergy_Bliss=4.40, Synergy_Loewe=-0.528, Synergy_HSA=2.88. (3) Drug 1: CC1CCC2CC(C(=CC=CC=CC(CC(C(=O)C(C(C(=CC(C(=O)CC(OC(=O)C3CCCCN3C(=O)C(=O)C1(O2)O)C(C)CC4CCC(C(C4)OC)O)C)C)O)OC)C)C)C)OC. Drug 2: CS(=O)(=O)CCNCC1=CC=C(O1)C2=CC3=C(C=C2)N=CN=C3NC4=CC(=C(C=C4)OCC5=CC(=CC=C5)F)Cl. Cell line: EKVX. Synergy scores: CSS=19.7, Synergy_ZIP=11.1, Synergy_Bliss=16.1, Synergy_Loewe=15.1, Synergy_HSA=15.4. (4) Drug 1: CN1C(=O)N2C=NC(=C2N=N1)C(=O)N. Cell line: HCC-2998. Drug 2: C(CCl)NC(=O)N(CCCl)N=O. Synergy scores: CSS=-5.33, Synergy_ZIP=1.63, Synergy_Bliss=0.792, Synergy_Loewe=-5.37, Synergy_HSA=-4.73. (5) Drug 1: CS(=O)(=O)C1=CC(=C(C=C1)C(=O)NC2=CC(=C(C=C2)Cl)C3=CC=CC=N3)Cl. Drug 2: CN(C)C1=NC(=NC(=N1)N(C)C)N(C)C. Cell line: MDA-MB-231. Synergy scores: CSS=-5.21, Synergy_ZIP=-0.0619, Synergy_Bliss=-5.32, Synergy_Loewe=-12.0, Synergy_HSA=-8.92. (6) Drug 1: CC1=C2C(C(=O)C3(C(CC4C(C3C(C(C2(C)C)(CC1OC(=O)C(C(C5=CC=CC=C5)NC(=O)OC(C)(C)C)O)O)OC(=O)C6=CC=CC=C6)(CO4)OC(=O)C)OC)C)OC. Drug 2: CC1C(C(=O)NC(C(=O)N2CCCC2C(=O)N(CC(=O)N(C(C(=O)O1)C(C)C)C)C)C(C)C)NC(=O)C3=C4C(=C(C=C3)C)OC5=C(C(=O)C(=C(C5=N4)C(=O)NC6C(OC(=O)C(N(C(=O)CN(C(=O)C7CCCN7C(=O)C(NC6=O)C(C)C)C)C)C(C)C)C)N)C. Cell line: HS 578T. Synergy scores: CSS=43.5, Synergy_ZIP=2.71, Synergy_Bliss=2.07, Synergy_Loewe=-11.3, Synergy_HSA=2.00.